This data is from Catalyst prediction with 721,799 reactions and 888 catalyst types from USPTO. The task is: Predict which catalyst facilitates the given reaction. (1) Reactant: [Cl:1][C:2]1[N:3]=[CH:4][N:5]([C:7]2[CH:12]=[CH:11][C:10]([NH:13][C:14]3[N:15]=[C:16]([NH:34][CH3:35])[C:17]4[CH2:22][CH2:21][CH:20]([C:23]5[CH:28]=[CH:27][C:26]([O:29][C:30]([F:33])([F:32])[F:31])=[CH:25][CH:24]=5)[C:18]=4[N:19]=3)=[CH:9][C:8]=2[O:36][CH3:37])[CH:6]=1.[C:38](=O)=O. Product: [Cl:1][C:2]1[N:3]=[CH:4][N:5]([C:7]2[CH:12]=[CH:11][C:10]([NH:13][C:14]3[N:15]=[C:16]([NH:34][CH2:35][CH3:38])[C:17]4[CH2:22][CH2:21][C@H:20]([C:23]5[CH:24]=[CH:25][C:26]([O:29][C:30]([F:32])([F:33])[F:31])=[CH:27][CH:28]=5)[C:18]=4[N:19]=3)=[CH:9][C:8]=2[O:36][CH3:37])[CH:6]=1. The catalyst class is: 5. (2) Reactant: [F:1][C:2]1[CH:15]=[CH:14][CH:13]=[C:12]([F:16])[C:3]=1[C:4]([NH:6][C:7]1[CH:11]=[CH:10][NH:9][N:8]=1)=[O:5].C[Si]([N-][Si](C)(C)C)(C)C.[Li+].Br[CH2:28][C:29]1[C:34]([O:35][CH3:36])=[CH:33][CH:32]=[CH:31][C:30]=1[CH3:37].C(=O)(O)[O-].[Na+]. Product: [F:1][C:2]1[CH:15]=[CH:14][CH:13]=[C:12]([F:16])[C:3]=1[C:4]([NH:6][C:7]1[CH:11]=[CH:10][N:9]([CH2:28][C:29]2[C:34]([O:35][CH3:36])=[CH:33][CH:32]=[CH:31][C:30]=2[CH3:37])[N:8]=1)=[O:5]. The catalyst class is: 1. (3) Reactant: [CH3:1][C:2]([CH3:11])([CH2:5][CH2:6][CH2:7][CH2:8][CH2:9][CH3:10])[CH2:3][OH:4].C1C=C[NH+]=CC=1.[O-][Cr](Cl)(=O)=O. Product: [CH3:1][C:2]([CH3:11])([CH2:5][CH2:6][CH2:7][CH2:8][CH2:9][CH3:10])[CH:3]=[O:4]. The catalyst class is: 268. (4) Product: [NH2:1][C:2]1[N:7]=[CH:6][N:5]=[C:4]2[N:8]([CH:21]([C:23]3[O:24][C:25]4[C:30]([C:31](=[O:40])[C:32]=3[C:33]3[CH:38]=[CH:37][CH:36]=[C:35]([F:39])[CH:34]=3)=[CH:29][CH:28]=[CH:27][CH:26]=4)[CH3:22])[N:9]=[C:10]([C:11]3[CH:12]=[CH:13][C:14]([NH2:17])=[CH:15][CH:16]=3)[C:3]=12. Reactant: [NH2:1][C:2]1[N:7]=[CH:6][N:5]=[C:4]2[N:8]([CH:21]([C:23]3[O:24][C:25]4[C:30]([C:31](=[O:40])[C:32]=3[C:33]3[CH:38]=[CH:37][CH:36]=[C:35]([F:39])[CH:34]=3)=[CH:29][CH:28]=[CH:27][CH:26]=4)[CH3:22])[N:9]=[C:10]([C:11]3[CH:16]=[CH:15][C:14]([NH:17]C(=O)C)=[CH:13][CH:12]=3)[C:3]=12.Cl.C(=O)([O-])[O-].[Na+].[Na+].ClCCl. The catalyst class is: 8. (5) Reactant: [F:1][C:2]1[CH:3]=[C:4]([CH:8]=[C:9]([C:11]2[CH:12]=[CH:13][C:14]3[O:18][C:17]([C:19]4[CH:24]=[CH:23][C:22]([F:25])=[CH:21][CH:20]=4)=[C:16]([C:26](=[O:29])[NH:27][CH3:28])[C:15]=3[CH:30]=2)[CH:10]=1)[C:5]([OH:7])=O.Cl.Cl.[N:33]1[CH:38]=[CH:37][CH:36]=[CH:35][C:34]=1[C:39]1([NH2:42])[CH2:41][CH2:40]1. Product: [F:1][C:2]1[CH:10]=[C:9]([C:11]2[CH:12]=[CH:13][C:14]3[O:18][C:17]([C:19]4[CH:24]=[CH:23][C:22]([F:25])=[CH:21][CH:20]=4)=[C:16]([C:26]([NH:27][CH3:28])=[O:29])[C:15]=3[CH:30]=2)[CH:8]=[C:4]([C:5](=[O:7])[NH:42][C:39]2([C:34]3[CH:35]=[CH:36][CH:37]=[CH:38][N:33]=3)[CH2:41][CH2:40]2)[CH:3]=1. The catalyst class is: 6. (6) Reactant: Cl[C:2]1[C:3]2[CH2:20][C:19](=[O:21])[NH:18][C:4]=2[N:5]=[C:6]([S:8][CH2:9][C:10]2[CH:15]=[CH:14][CH:13]=[C:12]([F:16])[C:11]=2[F:17])[N:7]=1.[NH2:22][C@H:23]([CH3:26])[CH2:24][OH:25]. Product: [F:17][C:11]1[C:12]([F:16])=[CH:13][CH:14]=[CH:15][C:10]=1[CH2:9][S:8][C:6]1[N:7]=[C:2]([NH:22][C@H:23]([CH3:26])[CH2:24][OH:25])[C:3]2[CH2:20][C:19](=[O:21])[NH:18][C:4]=2[N:5]=1. The catalyst class is: 37.